From a dataset of Experimentally validated miRNA-target interactions with 360,000+ pairs, plus equal number of negative samples. Binary Classification. Given a miRNA mature sequence and a target amino acid sequence, predict their likelihood of interaction. (1) The miRNA is mmu-miR-130b-3p with sequence CAGUGCAAUGAUGAAAGGGCAU. The protein sequence of the target gene is MEGGLSAPLSVRLLLFIALPAAGWLTTNAPRPPSTAPQNGIQINVTTLSKSGEESEEQVVLNITYERGQVYVNDLPVNSGVTRISCQTLIVKSENLEKLEEKHYFGIVTVRILVLERPVTYSASSQLIVIQGEVVEIDGRQAQQKNVTEIDILVKNQRVLRYSSYFLPLEESMLYSISQDSDILFTLPDFSKKGTVSSLQTTSHYLMGNVETTVDGNALPGKLPETPLRAEPPSSYKVMCQWMEKLRKALCRFWSSVVPVLFMFLDVMVVGVLGAAGVIAVLKLLFPVCENKGILQVDKM.... Result: 0 (no interaction). (2) The miRNA is rno-miR-9a-3p with sequence AUAAAGCUAGAUAACCGAAAGU. The protein sequence of the target gene is MASTSRLDALPRVTCPNHPDAILVEDYRAGDMICPECGLVVGDRVIDVGSEWRTFSNDKATKDPSRVGDSQNPLLSDGDLSTMIGKGTGAASFDEFGNSKYQNRRTMSSSDRAMMNAFKEITTMADRINLPRNIVDRTNNLFKQVYEQKSLKGRANDAIASACLYIACRQEGVPRTFKEICAVSRISKKEIGRCFKLILKALETSVDLITTGDFMSRFCSNLCLPKQVQMAATHIARKAVELDLVPGRSPISVAAAAIYMASQASAEKRTQKEIGDIAGVADVTIRQSYRLIYPRAPDLF.... Result: 0 (no interaction).